This data is from Full USPTO retrosynthesis dataset with 1.9M reactions from patents (1976-2016). The task is: Predict the reactants needed to synthesize the given product. (1) Given the product [CH3:29][N:18]([CH2:17][C:15]1[N:16]=[C:12]2[CH:11]=[CH:10][CH:9]=[C:8]([N:1]3[CH2:7][CH2:6][CH2:5][N:4]([CH3:30])[CH2:3][CH2:2]3)[N:13]2[CH:14]=1)[CH:19]1[C:28]2[N:27]=[CH:26][CH:25]=[CH:24][C:23]=2[CH2:22][CH2:21][CH2:20]1, predict the reactants needed to synthesize it. The reactants are: [N:1]1([C:8]2[N:13]3[CH:14]=[C:15]([CH2:17][N:18]([CH3:29])[CH:19]4[C:28]5[N:27]=[CH:26][CH:25]=[CH:24][C:23]=5[CH2:22][CH2:21][CH2:20]4)[N:16]=[C:12]3[CH:11]=[CH:10][CH:9]=2)[CH2:7][CH2:6][CH2:5][NH:4][CH2:3][CH2:2]1.[CH2:30]=O. (2) Given the product [CH3:46][C:44]1[CH:45]=[C:40]([NH:39][C:37](=[O:38])[C@H:36]([NH:35][C:6]([C:5]2[CH:4]=[C:3]([N+:14]([O-:16])=[O:15])[C:2]([Cl:1])=[C:10]([N+:11]([O-:13])=[O:12])[CH:9]=2)=[O:8])[CH3:48])[CH:41]=[C:42]([CH3:47])[CH:43]=1, predict the reactants needed to synthesize it. The reactants are: [Cl:1][C:2]1[C:10]([N+:11]([O-:13])=[O:12])=[CH:9][C:5]([C:6]([OH:8])=O)=[CH:4][C:3]=1[N+:14]([O-:16])=[O:15].CCOC1N(C(OCC)=O)C2C(=CC=CC=2)C=C1.[NH2:35][C@H:36]([CH3:48])[C:37]([NH:39][C:40]1[CH:45]=[C:44]([CH3:46])[CH:43]=[C:42]([CH3:47])[CH:41]=1)=[O:38]. (3) Given the product [Br:1][C:2]1[C:10]2[C:9]([NH:11][C:12]3[CH:13]=[C:14]4[CH:20]=[N:19][NH:18][C:15]4=[CH:16][N:17]=3)=[N:8][CH:7]=[N:6][C:5]=2[NH:4][C:3]=1[C:21]([N:26]1[CH2:27][CH2:28][O:29][CH2:30][C@@H:25]1[CH3:24])=[O:22], predict the reactants needed to synthesize it. The reactants are: [Br:1][C:2]1[C:10]2[C:9]([NH:11][C:12]3[CH:13]=[C:14]4[CH:20]=[N:19][NH:18][C:15]4=[CH:16][N:17]=3)=[N:8][CH:7]=[N:6][C:5]=2[NH:4][C:3]=1[C:21](O)=[O:22].[CH3:24][C@H:25]1[CH2:30][O:29][CH2:28][CH2:27][NH:26]1. (4) Given the product [NH2:31][C:32]1[C:33]([C:40]([N:42]=[C:43]([NH2:46])[NH:1][CH2:2][CH2:3][CH2:4][CH2:5][C:6]2[CH:22]=[CH:21][C:9]([O:10][CH2:11][C:12]([NH:14][C:15]3[CH:16]=[CH:17][CH:18]=[CH:19][CH:20]=3)=[O:13])=[CH:8][CH:7]=2)=[O:41])=[N:34][C:35]([Cl:39])=[C:36]([NH2:38])[N:37]=1, predict the reactants needed to synthesize it. The reactants are: [NH2:1][CH2:2][CH2:3][CH2:4][CH2:5][C:6]1[CH:22]=[CH:21][C:9]([O:10][CH2:11][C:12]([NH:14][C:15]2[CH:20]=[CH:19][CH:18]=[CH:17][CH:16]=2)=[O:13])=[CH:8][CH:7]=1.C(N(CC)CC)C.I.[NH2:31][C:32]1[C:33]([C:40]([NH:42][C:43](=[NH:46])SC)=[O:41])=[N:34][C:35]([Cl:39])=[C:36]([NH2:38])[N:37]=1. (5) Given the product [NH2:20][C:18]1[N:19]=[C:14]([NH:11][CH2:10][CH2:9][CH2:8][NH:7][C:6](=[O:12])[O:5][C:1]([CH3:4])([CH3:2])[CH3:3])[CH:15]=[CH:16][C:17]=1[N+:21]([O-:23])=[O:22], predict the reactants needed to synthesize it. The reactants are: [C:1]([O:5][C:6](=[O:12])[NH:7][CH2:8][CH2:9][CH2:10][NH2:11])([CH3:4])([CH3:3])[CH3:2].Cl[C:14]1[N:19]=[C:18]([NH2:20])[C:17]([N+:21]([O-:23])=[O:22])=[CH:16][CH:15]=1.C(=O)(O)[O-].[K+].O. (6) Given the product [CH3:19][C@@H:18]1[CH2:17][CH2:16][CH2:15][NH:14][C@@H:13]1[CH2:12][N:3]1[C:4](=[O:11])[C:5]2[C:10](=[CH:9][CH:8]=[CH:7][CH:6]=2)[C:2]1=[O:1], predict the reactants needed to synthesize it. The reactants are: [O:1]=[C:2]1[C:10]2[C:5](=[CH:6][CH:7]=[CH:8][CH:9]=2)[C:4](=[O:11])[N:3]1[CH2:12][C@@H:13]1[C@H:18]([CH3:19])[CH2:17][CH2:16][CH2:15][N:14]1C(OCC1C=CC=CC=1)=O. (7) The reactants are: [S:1]1[CH:5]=[CH:4][CH:3]=[C:2]1[C:6](=[NH:30])[NH:7][C:8]1[CH:9]=[C:10]2[C:14](=[CH:15][CH:16]=1)[N:13]([CH:17]1[CH2:22][CH2:21][N:20](C(OC(C)(C)C)=O)[CH2:19][CH2:18]1)[CH2:12][CH2:11]2.[ClH:31]. Given the product [ClH:31].[ClH:31].[NH:20]1[CH2:21][CH2:22][CH:17]([N:13]2[C:14]3[C:10](=[CH:9][C:8]([NH:7][C:6]([C:2]4[S:1][CH:5]=[CH:4][CH:3]=4)=[NH:30])=[CH:16][CH:15]=3)[CH2:11][CH2:12]2)[CH2:18][CH2:19]1, predict the reactants needed to synthesize it.